Dataset: Catalyst prediction with 721,799 reactions and 888 catalyst types from USPTO. Task: Predict which catalyst facilitates the given reaction. (1) Reactant: [N:1]1([C:5]2[CH:10]=[CH:9][N:8]3[CH:11]=[C:12]([C:14]4[CH:15]=[C:16]([OH:20])[CH:17]=[CH:18][CH:19]=4)[N:13]=[C:7]3[CH:6]=2)[CH2:4][CH2:3][CH2:2]1.CC1C=CC(S(O[CH2:32][F:33])(=O)=O)=CC=1.C([O-])([O-])=O.[Cs+].[Cs+].CN(C=O)C. Product: [N:1]1([C:5]2[CH:10]=[CH:9][N:8]3[CH:11]=[C:12]([C:14]4[CH:19]=[CH:18][CH:17]=[C:16]([O:20][CH2:32][F:33])[CH:15]=4)[N:13]=[C:7]3[CH:6]=2)[CH2:2][CH2:3][CH2:4]1. The catalyst class is: 34. (2) Reactant: [C:1]([O:5][C:6]([N:8]1[CH2:12][CH2:11][C:10]([C:14]2[CH:15]=[N:16][CH:17]=[C:18]([Br:20])[CH:19]=2)(O)[CH2:9]1)=[O:7])([CH3:4])([CH3:3])[CH3:2].CCN(CC)CC.CS(Cl)(=O)=O. Product: [C:1]([O:5][C:6]([N:8]1[CH2:12][CH:11]=[C:10]([C:14]2[CH:15]=[N:16][CH:17]=[C:18]([Br:20])[CH:19]=2)[CH2:9]1)=[O:7])([CH3:4])([CH3:2])[CH3:3]. The catalyst class is: 2.